From a dataset of TCR-epitope binding with 47,182 pairs between 192 epitopes and 23,139 TCRs. Binary Classification. Given a T-cell receptor sequence (or CDR3 region) and an epitope sequence, predict whether binding occurs between them. (1) The epitope is TVYDPLQPELDSFK. The TCR CDR3 sequence is CASSPRSGATQREQYF. Result: 0 (the TCR does not bind to the epitope). (2) The epitope is KRWIILGLNK. The TCR CDR3 sequence is CASSARTSGGSEQFF. Result: 0 (the TCR does not bind to the epitope).